Dataset: Reaction yield outcomes from USPTO patents with 853,638 reactions. Task: Predict the reaction yield, written as a fraction of the theoretical maximum amount of product (1.0 means a 100% yield; for example, 0.34 means a 34% yield). (1) The reactants are C([C:3]1[CH:8]=[CH:7][CH:6]=[CH:5][C:4]=1[OH:9])#N.Cl.C([N:13]([CH2:16]C)CC)C.[N-:18]=[N+:19]=[N-:20].[Na+]. The catalyst is C1(C)C=CC=CC=1. The product is [N:13]1[CH:16]=[N:20][N:19]([C:3]2[CH:8]=[CH:7][CH:6]=[CH:5][C:4]=2[OH:9])[N:18]=1. The yield is 0.970. (2) The reactants are [C:1]([O:5][C:6]([N:8]1[CH2:11][CH2:10][C@H:9]1[CH2:12][O:13][C:14]1[CH:15]=[C:16]([C:20]#[C:21][C:22]2[CH:23]=[C:24]([CH2:28][OH:29])[CH:25]=[CH:26][CH:27]=2)[CH:17]=[N:18][CH:19]=1)=[O:7])([CH3:4])([CH3:3])[CH3:2].CCOC(C)=O.CCCCCC. The catalyst is CCOC(C)=O.O=[Pt]=O. The product is [C:1]([O:5][C:6]([N:8]1[CH2:11][CH2:10][C@H:9]1[CH2:12][O:13][C:14]1[CH:15]=[C:16]([CH2:20][CH2:21][C:22]2[CH:23]=[C:24]([CH2:28][OH:29])[CH:25]=[CH:26][CH:27]=2)[CH:17]=[N:18][CH:19]=1)=[O:7])([CH3:4])([CH3:2])[CH3:3]. The yield is 1.00.